From a dataset of Forward reaction prediction with 1.9M reactions from USPTO patents (1976-2016). Predict the product of the given reaction. (1) Given the reactants [CH3:1][C:2]1[CH:3]=[C:4]([NH:16][C:17]2[C:26]3[C:21](=[CH:22][CH:23]=[CH:24][C:25]=3[O:27][C@H:28]([CH3:32])[C:29]([OH:31])=O)[N:20]=[CH:19][N:18]=2)[CH:5]=[CH:6][C:7]=1[O:8][C:9]1[CH:10]=[N:11][C:12]([CH3:15])=[CH:13][CH:14]=1.[CH2:33]([NH:35][CH2:36][CH3:37])[CH3:34], predict the reaction product. The product is: [CH2:33]([N:35]([CH2:36][CH3:37])[C:29](=[O:31])[C@H:28]([O:27][C:25]1[CH:24]=[CH:23][CH:22]=[C:21]2[C:26]=1[C:17]([NH:16][C:4]1[CH:5]=[CH:6][C:7]([O:8][C:9]3[CH:10]=[N:11][C:12]([CH3:15])=[CH:13][CH:14]=3)=[C:2]([CH3:1])[CH:3]=1)=[N:18][CH:19]=[N:20]2)[CH3:32])[CH3:34]. (2) Given the reactants [C:1]([O:5][C:6]([NH:8][C@@H:9]([CH2:13][CH2:14][CH2:15][CH2:16][N:17]([CH3:19])[CH3:18])[C:10](O)=[O:11])=[O:7])([CH3:4])([CH3:3])[CH3:2].C[N:21]1CCOCC1.ClC(OCC(C)C)=O.[OH-].[NH4+], predict the reaction product. The product is: [C:1]([O:5][C:6](=[O:7])[NH:8][C@H:9]([C:10](=[O:11])[NH2:21])[CH2:13][CH2:14][CH2:15][CH2:16][N:17]([CH3:19])[CH3:18])([CH3:4])([CH3:3])[CH3:2]. (3) Given the reactants [Br:1][C:2]1[CH:7]=[CH:6][C:5]2[C:8]3[C:13](Cl)=[N:12][CH:11]=[N:10][C:9]=3[S:15][C:4]=2[CH:3]=1.[Cl:16][C:17]1[CH:18]=[C:19]([NH2:31])[CH:20]=[CH:21][C:22]=1[O:23][CH2:24][C:25]1[CH:30]=[CH:29][CH:28]=[CH:27][N:26]=1.Cl.C([O-])(O)=O.[Na+], predict the reaction product. The product is: [Br:1][C:2]1[CH:7]=[CH:6][C:5]2[C:8]3[C:13]([NH:31][C:19]4[CH:20]=[CH:21][C:22]([O:23][CH2:24][C:25]5[CH:30]=[CH:29][CH:28]=[CH:27][N:26]=5)=[C:17]([Cl:16])[CH:18]=4)=[N:12][CH:11]=[N:10][C:9]=3[S:15][C:4]=2[CH:3]=1. (4) Given the reactants [C:1]([C:3]1[CH:4]=[C:5]([CH:10]=[CH:11][CH:12]=1)[C:6](=[N:8][OH:9])[NH2:7])#[N:2].[C:13](Cl)(=O)[C:14]1[CH:19]=[CH:18][CH:17]=[N:16][CH:15]=1, predict the reaction product. The product is: [N:16]1[CH:17]=[CH:18][CH:19]=[C:14]([C:13]2[O:9][N:8]=[C:6]([C:5]3[CH:4]=[C:3]([CH:12]=[CH:11][CH:10]=3)[C:1]#[N:2])[N:7]=2)[CH:15]=1.